Dataset: Full USPTO retrosynthesis dataset with 1.9M reactions from patents (1976-2016). Task: Predict the reactants needed to synthesize the given product. (1) Given the product [Cl:1][C:2]1[CH:7]=[CH:6][C:5]([O:8][CH3:9])=[CH:4][C:3]=1[C:10]1[CH:20]=[C:19]([CH3:21])[C:13]2[N:14]=[C:15]([NH:18][C:23]3[CH:36]=[CH:35][CH:34]=[C:25]([O:26][CH2:27][CH2:28][N:29]4[CH2:30][CH2:31][CH2:32][CH2:33]4)[CH:24]=3)[N:16]=[N:17][C:12]=2[CH:11]=1, predict the reactants needed to synthesize it. The reactants are: [Cl:1][C:2]1[CH:7]=[CH:6][C:5]([O:8][CH3:9])=[CH:4][C:3]=1[C:10]1[CH:20]=[C:19]([CH3:21])[C:13]2[N:14]=[C:15]([NH2:18])[N:16]=[N:17][C:12]=2[CH:11]=1.Br[C:23]1[CH:24]=[C:25]([CH:34]=[CH:35][CH:36]=1)[O:26][CH2:27][CH2:28][N:29]1[CH2:33][CH2:32][CH2:31][CH2:30]1.C(=O)([O-])[O-].[Cs+].[Cs+].C1(P(C2C=CC=CC=2)C2C3OC4C(=CC=CC=4P(C4C=CC=CC=4)C4C=CC=CC=4)C(C)(C)C=3C=CC=2)C=CC=CC=1. (2) Given the product [Br:1][C:2]1[CH:3]=[C:4]([CH2:5][OH:6])[CH:7]=[CH:8][C:9]=1[O:10][CH2:11][CH:12]1[CH2:14][CH2:13]1, predict the reactants needed to synthesize it. The reactants are: [Br:1][C:2]1[CH:3]=[C:4]([CH:7]=[CH:8][C:9]=1[O:10][CH2:11][CH:12]1[CH2:14][CH2:13]1)[CH:5]=[O:6].[BH4-].[Na+]. (3) Given the product [Br:19][C:16]1[CH:15]=[CH:14][C:13]([CH2:12][N:9]2[CH2:8][CH2:7][C:6]([S:20]([C:23]3[CH:28]=[CH:27][C:26]([O:29][CH2:30][C:31]#[C:32][CH2:33][N:34]4[CH2:39][CH2:38][O:37][CH2:36][CH2:35]4)=[CH:25][CH:24]=3)(=[O:22])=[O:21])([C:4]([OH:5])=[O:3])[CH2:11][CH2:10]2)=[CH:18][CH:17]=1, predict the reactants needed to synthesize it. The reactants are: C([O:3][C:4]([C:6]1([S:20]([C:23]2[CH:28]=[CH:27][C:26]([O:29][CH2:30][C:31]#[C:32][CH2:33][N:34]3[CH2:39][CH2:38][O:37][CH2:36][CH2:35]3)=[CH:25][CH:24]=2)(=[O:22])=[O:21])[CH2:11][CH2:10][N:9]([CH2:12][C:13]2[CH:18]=[CH:17][C:16]([Br:19])=[CH:15][CH:14]=2)[CH2:8][CH2:7]1)=[O:5])C. (4) Given the product [CH2:1]([C:3]1[N:11]2[C:6]([CH2:7][O:8][C:9]3[C:15]([NH2:16])=[CH:14][CH:13]=[CH:12][C:10]=32)=[C:5]([C:19]([OH:21])=[O:20])[N:4]=1)[CH3:2], predict the reactants needed to synthesize it. The reactants are: [CH2:1]([C:3]1[N:11]2[C:6]([CH2:7][O:8][C:9]3[C:15]([N+:16]([O-])=O)=[CH:14][CH:13]=[CH:12][C:10]=32)=[C:5]([C:19]([OH:21])=[O:20])[N:4]=1)[CH3:2]. (5) Given the product [Br:35][C:3]1[N:4]2[CH:9]=[C:8]([CH:10]([C:12]3[N:16]4[N:17]=[C:18]([C:21]5[CH:22]=[C:23]([CH3:27])[CH:24]=[CH:25][CH:26]=5)[CH:19]=[CH:20][C:15]4=[N:14][CH:13]=3)[CH3:11])[CH:7]=[CH:6][C:5]2=[N:1][CH:2]=1, predict the reactants needed to synthesize it. The reactants are: [N:1]1[CH:2]=[CH:3][N:4]2[CH:9]=[C:8]([CH:10]([C:12]3[N:16]4[N:17]=[C:18]([C:21]5[CH:22]=[C:23]([CH3:27])[CH:24]=[CH:25][CH:26]=5)[CH:19]=[CH:20][C:15]4=[N:14][CH:13]=3)[CH3:11])[CH:7]=[CH:6][C:5]=12.C1C(=O)N([Br:35])C(=O)C1. (6) Given the product [C:42]([O:41][C:39](=[O:40])[NH:38][CH2:37][C:33]1[CH:32]=[C:31]([C:27]2[CH:28]=[CH:29][CH:30]=[C:25]([CH2:24][NH:23][C:16]3[N:15]=[C:14]([NH:13][CH2:12][CH:9]4[CH2:8][CH2:7][CH:6]([N:50]5[CH2:51][CH2:52][N:47]([C:53](=[O:55])[CH3:54])[CH2:48][CH2:49]5)[CH2:11][CH2:10]4)[C:19]([N+:20]([O-:22])=[O:21])=[CH:18][N:17]=3)[C:26]=2[CH3:46])[CH:36]=[CH:35][CH:34]=1)([CH3:45])([CH3:44])[CH3:43], predict the reactants needed to synthesize it. The reactants are: CS(O[CH:6]1[CH2:11][CH2:10][CH:9]([CH2:12][NH:13][C:14]2[C:19]([N+:20]([O-:22])=[O:21])=[CH:18][N:17]=[C:16]([NH:23][CH2:24][C:25]3[C:26]([CH3:46])=[C:27]([C:31]4[CH:36]=[CH:35][CH:34]=[C:33]([CH2:37][NH:38][C:39]([O:41][C:42]([CH3:45])([CH3:44])[CH3:43])=[O:40])[CH:32]=4)[CH:28]=[CH:29][CH:30]=3)[N:15]=2)[CH2:8][CH2:7]1)(=O)=O.[N:47]1([C:53](=[O:55])[CH3:54])[CH2:52][CH2:51][NH:50][CH2:49][CH2:48]1. (7) Given the product [C:1]([O:5][C:6](=[O:27])[CH2:7][N:8]([CH:14]([C:21]1[CH:22]=[CH:23][CH:24]=[CH:25][CH:26]=1)[C:15]1[CH:16]=[CH:17][CH:18]=[CH:19][CH:20]=1)[CH2:9][CH:10]([OH:13])[CH2:11][CH3:12])([CH3:2])([CH3:3])[CH3:4], predict the reactants needed to synthesize it. The reactants are: [C:1]([O:5][C:6](=[O:27])[CH2:7][N:8]([CH:14]([C:21]1[CH:26]=[CH:25][CH:24]=[CH:23][CH:22]=1)[C:15]1[CH:20]=[CH:19][CH:18]=[CH:17][CH:16]=1)[CH2:9][C:10](=[O:13])[CH2:11][CH3:12])([CH3:4])([CH3:3])[CH3:2].C1COCC1.[BH4-].[Na+].